This data is from PAMPA (Parallel Artificial Membrane Permeability Assay) permeability data from NCATS. The task is: Regression/Classification. Given a drug SMILES string, predict its absorption, distribution, metabolism, or excretion properties. Task type varies by dataset: regression for continuous measurements (e.g., permeability, clearance, half-life) or binary classification for categorical outcomes (e.g., BBB penetration, CYP inhibition). Dataset: pampa_ncats. (1) The drug is CC1=C(C=C(C=C1)NC(=O)C2=CC(=NN2)C3=CC=CN3)F. The result is 1 (high permeability). (2) The molecule is CC1=CC=CC=C1C(=O)N2CCC3=C2C=CC(=C3)N4CCC(C4)NC(=O)CC5=CC=CC=C5. The result is 1 (high permeability). (3) The molecule is CC1=CC=C(C=C1)S(=O)(=O)NC2=CC=CC=C2C(=O)NC3=NC=C(O3)C4=CC=CC=C4. The result is 1 (high permeability). (4) The drug is CC1=NOC(=N1)C2=CN(N=N2)C3CCN(CC3)C(=O)C4(CC4)C5=CC=C(C=C5)OC. The result is 1 (high permeability). (5) The drug is COC1=CC=CC(=C1O)CNC2=CC=C(C=C2)S(=O)(=O)NC3=CC=CC=N3. The result is 1 (high permeability). (6) The drug is COC1=CC=C(C=C1)N2C(=O)NC(=N2)C3CCCN(C3)C(=O)NC4=CC=CC=C4. The result is 1 (high permeability). (7) The result is 1 (high permeability). The molecule is CC1=CC2=C(C=CC=C2N1C3=NC4=C(COCC4)C(=N3)NCC5=CC=CC=C5)C(=O)N.